Dataset: Reaction yield outcomes from USPTO patents with 853,638 reactions. Task: Predict the reaction yield, written as a fraction of the theoretical maximum amount of product (1.0 means a 100% yield; for example, 0.34 means a 34% yield). (1) The reactants are C(O[C:4](=[N:6][C:7](=O)[C:8]1[CH:13]=[CH:12][CH:11]=[CH:10][CH:9]=1)[CH3:5])C.Cl.[CH3:16][S:17][C:18]1[CH:23]=[CH:22][C:21]([NH:24][NH2:25])=[CH:20][CH:19]=1.C(N(CC)CC)C.O. The catalyst is ClCCl.CO. The product is [CH3:5][C:4]1[N:6]=[C:7]([C:8]2[CH:13]=[CH:12][CH:11]=[CH:10][CH:9]=2)[N:24]([C:21]2[CH:22]=[CH:23][C:18]([S:17][CH3:16])=[CH:19][CH:20]=2)[N:25]=1. The yield is 0.610. (2) The product is [CH3:11][O:10][C:4]1[C:3]([O:2][CH3:1])=[CH:8][C:7]([C:12](=[O:14])[CH3:13])=[C:6]([CH3:9])[CH:5]=1. The catalyst is C(=S)=S. The reactants are [CH3:1][O:2][C:3]1[CH:8]=[CH:7][C:6]([CH3:9])=[CH:5][C:4]=1[O:10][CH3:11].[C:12](Cl)(=[O:14])[CH3:13].[Cl-].[Cl-].[Cl-].[Al+3]. The yield is 0.620. (3) The reactants are [CH3:1][O:2][C:3](=[O:20])[CH2:4][C@H:5]([N:8]1[C:13](=[O:14])[C:12]2[N:15]=[CH:16][CH:17]=[CH:18][C:11]=2[NH:10][C:9]1=[O:19])[CH2:6][CH3:7].[I-].C[N+](C)(C)[CH2:24][C:25]1[C:33]2[C:28](=[CH:29][C:30]([CH3:35])=[CH:31][C:32]=2[CH3:34])[N:27]([CH3:36])[CH:26]=1.C(=O)([O-])[O-].[K+].[K+]. The catalyst is CN(C)C=O.O. The product is [CH3:1][O:2][C:3](=[O:20])[CH2:4][C@H:5]([N:8]1[C:13](=[O:14])[C:12]2[N:15]=[CH:16][CH:17]=[CH:18][C:11]=2[N:10]([CH2:24][C:25]2[C:33]3[C:28](=[CH:29][C:30]([CH3:35])=[CH:31][C:32]=3[CH3:34])[N:27]([CH3:36])[CH:26]=2)[C:9]1=[O:19])[CH2:6][CH3:7]. The yield is 0.350. (4) The product is [CH2:1]1[CH:12]2[CH:4]([NH:5][C:6]3[C:7]([C:13]([NH:15][C@H:16]([CH3:21])[C:17]([O:19][CH3:20])=[O:18])=[O:14])=[CH:8][CH:9]=[CH:10][C:11]=32)[CH2:3][CH2:2]1. The reactants are [CH2:1]1[C:12]2[C:11]3[CH:10]=[CH:9][CH:8]=[C:7]([C:13]([NH:15][C@H:16]([CH3:21])[C:17]([O:19][CH3:20])=[O:18])=[O:14])[C:6]=3[NH:5][C:4]=2[CH2:3][CH2:2]1.Cl. The yield is 0.550. The catalyst is CO.[Pd]. (5) The reactants are C([Li])CCC.CC1(C)CCCC(C)(C)N1.[CH3:16][O:17][C:18]1[N:19]=[N:20][CH:21]=[CH:22][CH:23]=1.[CH2:24]([Sn:28]([CH2:34][CH2:35][CH2:36][CH3:37])([CH2:30][CH2:31][CH2:32][CH3:33])Cl)[CH2:25][CH2:26][CH3:27].[Cl-].[NH4+]. The catalyst is C(OCC)C. The product is [CH3:16][O:17][C:18]1[N:19]=[N:20][CH:21]=[CH:22][C:23]=1[Sn:28]([CH2:30][CH2:31][CH2:32][CH3:33])([CH2:34][CH2:35][CH2:36][CH3:37])[CH2:24][CH2:25][CH2:26][CH3:27]. The yield is 0.100. (6) The reactants are CC1(C)COB([C:8]2[C:17]([CH2:18][O:19][C:20]3[CH:25]=[C:24]([F:26])[CH:23]=[CH:22][C:21]=3[CH3:27])=[C:16]3[C:11]([NH:12][C:13]([CH3:31])([CH3:30])[C:14](=[O:29])[N:15]3[CH3:28])=[CH:10][CH:9]=2)OC1.[N+:33]([C:36]1[CH:41]=[CH:40][CH:39]=[CH:38][C:37]=1I)([O-:35])=[O:34].C(=O)([O-])O.[Na+].CN(C)C=O. The catalyst is C1C=CC([P]([Pd]([P](C2C=CC=CC=2)(C2C=CC=CC=2)C2C=CC=CC=2)([P](C2C=CC=CC=2)(C2C=CC=CC=2)C2C=CC=CC=2)[P](C2C=CC=CC=2)(C2C=CC=CC=2)C2C=CC=CC=2)(C2C=CC=CC=2)C2C=CC=CC=2)=CC=1.O.C(OCC)(=O)C. The product is [F:26][C:24]1[CH:23]=[CH:22][C:21]([CH3:27])=[C:20]([CH:25]=1)[O:19][CH2:18][C:17]1[C:8]([C:37]2[CH:38]=[CH:39][CH:40]=[CH:41][C:36]=2[N+:33]([O-:35])=[O:34])=[CH:9][CH:10]=[C:11]2[C:16]=1[N:15]([CH3:28])[C:14](=[O:29])[C:13]([CH3:31])([CH3:30])[NH:12]2. The yield is 0.610. (7) The reactants are [CH3:1][C:2]12[CH2:22][CH:6]([N:7]([C:9]([C:11]3[CH:19]=[C:18]4[C:14]([C:15]([C:20]#[N:21])=[CH:16][NH:17]4)=[CH:13][CH:12]=3)=[O:10])[CH2:8]1)[CH2:5][C:4]([CH3:24])([CH3:23])[CH2:3]2.[N-:25]=[N+:26]=[N-:27].[Na+].[OH-].[Na+]. The catalyst is O.[Br-].[Zn+2].[Br-]. The product is [N:21]1[NH:25][N:26]=[N:27][C:20]=1[C:15]1[C:14]2[C:18](=[CH:19][C:11]([C:9]([N:7]3[CH2:8][C:2]4([CH3:1])[CH2:22][CH:6]3[CH2:5][C:4]([CH3:24])([CH3:23])[CH2:3]4)=[O:10])=[CH:12][CH:13]=2)[NH:17][CH:16]=1. The yield is 0.0500. (8) The reactants are [Cl:1][C:2]1[CH:10]=[CH:9][C:5]([C:6](O)=[O:7])=[C:4]([NH:11][S:12]([C:15]2[CH:20]=[CH:19][C:18]([Cl:21])=[C:17]([C:22]([F:25])([F:24])[F:23])[CH:16]=2)(=[O:14])=[O:13])[CH:3]=1.C(=O)=O.Cl.[CH3:30][NH:31][O:32][CH3:33].O. The product is [Cl:1][C:2]1[CH:10]=[CH:9][C:5]([C:6]([N:31]([O:32][CH3:33])[CH3:30])=[O:7])=[C:4]([NH:11][S:12]([C:15]2[CH:20]=[CH:19][C:18]([Cl:21])=[C:17]([C:22]([F:24])([F:25])[F:23])[CH:16]=2)(=[O:14])=[O:13])[CH:3]=1. The yield is 0.730. The catalyst is C1COCC1.CCOC(C)=O. (9) The reactants are [CH3:1][S:2]([CH2:5][CH2:6][NH:7][CH2:8][C:9]1[O:13][C:12]([C:14]2[CH:15]=[CH:16][C:17]3[N:23]=[CH:22][N:21]=[C:20]([NH:24][C:25]4[CH:26]=[CH:27][C:28]([O:32][CH2:33][C:34]5[CH:35]=[CH:36][CH:37]=[C:38]([F:40])[CH:39]=5)=[C:29]([Cl:31])[CH:30]=4)[C:18]=3[CH:19]=2)=[CH:11][CH:10]=1)(=[O:4])=[O:3].[CH3:41][C:42]1[CH:43]=[CH:44][C:45]([S:48]([OH:51])(=[O:50])=[O:49])=[CH:46][CH:47]=1. The catalyst is C1COCC1. The product is [CH3:41][C:42]1[CH:47]=[CH:46][C:45]([S:48]([OH:51])(=[O:50])=[O:49])=[CH:44][CH:43]=1.[CH3:41][C:42]1[CH:47]=[CH:46][C:45]([S:48]([OH:51])(=[O:50])=[O:49])=[CH:44][CH:43]=1.[CH3:1][S:2]([CH2:5][CH2:6][NH:7][CH2:8][C:9]1[O:13][C:12]([C:14]2[CH:15]=[CH:16][C:17]3[N:23]=[CH:22][N:21]=[C:20]([NH:24][C:25]4[CH:26]=[CH:27][C:28]([O:32][CH2:33][C:34]5[CH:35]=[CH:36][CH:37]=[C:38]([F:40])[CH:39]=5)=[C:29]([Cl:31])[CH:30]=4)[C:18]=3[CH:19]=2)=[CH:11][CH:10]=1)(=[O:4])=[O:3].[OH2:3]. The yield is 0.800. (10) The reactants are Cl.[CH2:2]([NH2:5])[C:3]#[CH:4].N1C=CC=CC=1.[N+:12]([C:15]1[CH:23]=[CH:22][C:18]([C:19](Cl)=[O:20])=[CH:17][CH:16]=1)([O-:14])=[O:13]. The catalyst is O1CCCC1. The product is [N+:12]([C:15]1[CH:23]=[CH:22][C:18]([C:19]([NH:5][CH2:2][C:3]#[CH:4])=[O:20])=[CH:17][CH:16]=1)([O-:14])=[O:13]. The yield is 0.770.